Dataset: Forward reaction prediction with 1.9M reactions from USPTO patents (1976-2016). Task: Predict the product of the given reaction. (1) Given the reactants [CH3:1][O:2][C:3]1[CH:4]=[C:5]2[C:10](=[CH:11][C:12]=1[O:13][CH3:14])[N:9]=[CH:8][CH:7]=[C:6]2[O:15][C:16]1[C:22]([CH3:23])=[CH:21][C:19]([NH2:20])=[C:18]([CH3:24])[CH:17]=1.C(N(CC)CC)C.[C:32](Cl)(Cl)=[S:33].[C:36]([NH:39][CH2:40][CH2:41][NH2:42])(=[O:38])[CH3:37], predict the reaction product. The product is: [CH3:1][O:2][C:3]1[CH:4]=[C:5]2[C:10](=[CH:11][C:12]=1[O:13][CH3:14])[N:9]=[CH:8][CH:7]=[C:6]2[O:15][C:16]1[C:22]([CH3:23])=[CH:21][C:19]([NH:20][C:32]([NH:42][CH2:41][CH2:40][NH:39][C:36](=[O:38])[CH3:37])=[S:33])=[C:18]([CH3:24])[CH:17]=1. (2) Given the reactants [C:1]([SiH2:5][O:6][C:7]([C:34]1[CH:39]=[CH:38][CH:37]=[CH:36][CH:35]=1)([C:28]1[CH:33]=[CH:32][CH:31]=[CH:30][CH:29]=1)[CH:8]1[O:12][CH:11]([N:13]2[CH:18]=[CH:17][C:16]([N:19]=[CH:20][N:21]([CH3:23])[CH3:22])=[N:15][C:14]2=[O:24])[C:10]([OH:26])([CH3:25])[CH:9]1[OH:27])([CH3:4])([CH3:3])[CH3:2].[C:40]([NH:47][C@H:48]([C:52](O)=[O:53])[CH:49]([CH3:51])[CH3:50])([O:42][C:43]([CH3:46])([CH3:45])[CH3:44])=[O:41], predict the reaction product. The product is: [C:1]([SiH2:5][O:6][C:7]([C:28]1[CH:33]=[CH:32][CH:31]=[CH:30][CH:29]=1)([C:34]1[CH:35]=[CH:36][CH:37]=[CH:38][CH:39]=1)[CH:8]1[CH:9]([O:27][C:52](=[O:53])[CH:48]([NH:47][C:40]([O:42][C:43]([CH3:44])([CH3:46])[CH3:45])=[O:41])[CH:49]([CH3:51])[CH3:50])[C:10]([OH:26])([CH3:25])[CH:11]([N:13]2[CH:18]=[CH:17][C:16]([N:19]=[CH:20][N:21]([CH3:22])[CH3:23])=[N:15][C:14]2=[O:24])[O:12]1)([CH3:2])([CH3:3])[CH3:4]. (3) Given the reactants [N:1]([CH2:4][C:5]1([C:11]([O:13][CH3:14])=[O:12])[CH2:10][CH2:9][NH:8][CH2:7][CH2:6]1)=[N+:2]=[N-:3].FC(F)(F)S(O[CH2:21][CH2:22][O:23][CH2:24][CH2:25][C:26]1[CH:31]=[CH:30][CH:29]=[CH:28][CH:27]=1)(=O)=O.CCN(C(C)C)C(C)C, predict the reaction product. The product is: [CH3:29][CH2:28][CH2:27][CH:26]([CH3:31])[CH3:25].[NH3:1].[CH3:11][OH:12].[N:1]([CH2:4][C:5]1([C:11]([O:13][CH3:14])=[O:12])[CH2:10][CH2:9][N:8]([CH2:21][CH2:22][O:23][CH2:24][CH2:25][C:26]2[CH:31]=[CH:30][CH:29]=[CH:28][CH:27]=2)[CH2:7][CH2:6]1)=[N+:2]=[N-:3].